This data is from Full USPTO retrosynthesis dataset with 1.9M reactions from patents (1976-2016). The task is: Predict the reactants needed to synthesize the given product. Given the product [Br:1][C:2]1[CH:3]=[CH:4][C:5]([C:8]2[O:12][C:11]([Cl:24])=[N:10][C:9]=2[CH3:13])=[N:6][CH:7]=1, predict the reactants needed to synthesize it. The reactants are: [Br:1][C:2]1[CH:3]=[CH:4][C:5]([C:8]2[O:12][CH:11]=[N:10][C:9]=2[CH3:13])=[N:6][CH:7]=1.[Li+].C[Si]([N-][Si](C)(C)C)(C)C.[Cl:24]C(Cl)(Cl)C(Cl)(Cl)Cl.